From a dataset of Full USPTO retrosynthesis dataset with 1.9M reactions from patents (1976-2016). Predict the reactants needed to synthesize the given product. (1) Given the product [Cl:47][C:41]1[CH:42]=[CH:43][CH:44]=[C:45]([F:46])[C:40]=1[CH2:39][C:28]1[CH:29]=[C:30]([OH:31])[C:25](=[O:24])[NH:26][N:27]=1, predict the reactants needed to synthesize it. The reactants are: OC1C(=O)NN=C(CCC2C=CC=CC=2)C=1.C([O:24][C:25]1[N:26]=[N:27][C:28]([CH2:39][C:40]2[C:45]([F:46])=[CH:44][CH:43]=[CH:42][C:41]=2[Cl:47])=[CH:29][C:30]=1[O:31]CC1C=CC=CC=1)C1C=CC=CC=1. (2) The reactants are: Cl[C:2]1[CH:7]=[CH:6][C:5]([N+:8]([O-:10])=[O:9])=[CH:4][N:3]=1.[OH:11][C:12]1[CH:13]=[C:14]([NH:19][C:20](=[O:26])[O:21][C:22]([CH3:25])([CH3:24])[CH3:23])[CH:15]=[CH:16][C:17]=1[CH3:18].C(=O)([O-])[O-].[K+].[K+]. Given the product [CH3:18][C:17]1[CH:16]=[CH:15][C:14]([NH:19][C:20](=[O:26])[O:21][C:22]([CH3:23])([CH3:25])[CH3:24])=[CH:13][C:12]=1[O:11][C:2]1[CH:7]=[CH:6][C:5]([N+:8]([O-:10])=[O:9])=[CH:4][N:3]=1, predict the reactants needed to synthesize it. (3) The reactants are: Cl.[NH:2]1[CH2:7][CH2:6][CH:5]([C:8]2[CH:13]=[CH:12][C:11]([NH:14][C:15]3[N:16]=[C:17]([N:24]4[CH2:29][CH2:28][CH2:27][C@@H:26]([NH:30][C:31]([N:33]5[CH2:38][CH2:37][CH2:36][CH2:35][CH2:34]5)=[O:32])[CH2:25]4)[N:18]=[N:19][C:20]=3[C:21]([NH2:23])=[O:22])=[CH:10][CH:9]=2)[CH2:4][CH2:3]1.CCN(C(C)C)C(C)C.[C:48](OC(=O)C)(=[O:50])[CH3:49]. Given the product [C:48]([N:2]1[CH2:7][CH2:6][CH:5]([C:8]2[CH:13]=[CH:12][C:11]([NH:14][C:15]3[N:16]=[C:17]([N:24]4[CH2:29][CH2:28][CH2:27][C@@H:26]([NH:30][C:31]([N:33]5[CH2:38][CH2:37][CH2:36][CH2:35][CH2:34]5)=[O:32])[CH2:25]4)[N:18]=[N:19][C:20]=3[C:21]([NH2:23])=[O:22])=[CH:10][CH:9]=2)[CH2:4][CH2:3]1)(=[O:50])[CH3:49], predict the reactants needed to synthesize it.